From a dataset of Orexin1 receptor HTS with 218,158 compounds and 233 confirmed actives. Binary Classification. Given a drug SMILES string, predict its activity (active/inactive) in a high-throughput screening assay against a specified biological target. (1) The drug is S(c1[nH]c(c(CCC(C)C)c(=O)n1)C)CC(=O)N. The result is 0 (inactive). (2) The drug is O=C(NC(c1ccccc1)c1ccccc1)c1nonc1N. The result is 0 (inactive). (3) The molecule is Clc1ccc(OC(C(=O)Nc2cc(S(=O)(=O)NC3=NCCC3)ccc2)(C)C)cc1. The result is 0 (inactive). (4) The compound is Brc1cc(CN2CCN(CC2)C(=O)c2c3c(ccc2)cccc3)ccc1OC. The result is 0 (inactive). (5) The drug is O=c1n(c2c(n1C(OCC)=O)cccc2)Cc1cc(ccc1)C. The result is 0 (inactive). (6) The drug is O(C(=O)Cn1nc(/C=C\c2ccc(cc2)C)ccc1=O)CC. The result is 0 (inactive). (7) The molecule is S(C(C(=O)Nc1cc2OCOc2cc1)C)Cc1ccccc1. The result is 0 (inactive).